This data is from Catalyst prediction with 721,799 reactions and 888 catalyst types from USPTO. The task is: Predict which catalyst facilitates the given reaction. (1) Reactant: [NH2:1][C:2]1[N:10]=[C:9]([O:11][CH2:12][CH2:13][CH2:14][CH3:15])[N:8]=[C:7]2[C:3]=1[NH:4][C:5](=[O:46])[N:6]2[CH2:16][CH2:17][CH2:18][N:19]([CH2:34][C:35]1[CH:36]=[C:37]([CH2:41][C:42]([O:44][CH3:45])=[O:43])[CH:38]=[CH:39][CH:40]=1)[CH:20]1[CH2:25][CH2:24][N:23]([CH2:26][C:27]([O:29]C(C)(C)C)=[O:28])[CH2:22][CH2:21]1. Product: [NH2:1][C:2]1[N:10]=[C:9]([O:11][CH2:12][CH2:13][CH2:14][CH3:15])[N:8]=[C:7]2[C:3]=1[NH:4][C:5](=[O:46])[N:6]2[CH2:16][CH2:17][CH2:18][N:19]([CH2:34][C:35]1[CH:40]=[CH:39][CH:38]=[C:37]([CH2:41][C:42]([O:44][CH3:45])=[O:43])[CH:36]=1)[CH:20]1[CH2:21][CH2:22][N:23]([CH2:26][C:27]([OH:29])=[O:28])[CH2:24][CH2:25]1. The catalyst class is: 157. (2) Reactant: [C@H:1]12[N:8]([C:9]([C:11]3[CH:16]=[CH:15][CH:14]=[CH:13][C:12]=3[C:17]3[O:21][N:20]=[C:19]([CH3:22])[N:18]=3)=[O:10])[CH2:7][C@H:6]1[CH2:5][CH2:4][NH:3][CH2:2]2.Cl[C:24]1[N:29]=[C:28]([CH3:30])[CH:27]=[C:26]([CH3:31])[N:25]=1.CCN(C(C)C)C(C)C. Product: [CH3:31][C:26]1[CH:27]=[C:28]([CH3:30])[N:29]=[C:24]([N:3]2[CH2:4][CH2:5][C@H:6]3[C@H:1]([N:8]([C:9]([C:11]4[CH:16]=[CH:15][CH:14]=[CH:13][C:12]=4[C:17]4[O:21][N:20]=[C:19]([CH3:22])[N:18]=4)=[O:10])[CH2:7]3)[CH2:2]2)[N:25]=1. The catalyst class is: 10. (3) Reactant: [Br:1][C:2]1[C:7]2[N:8]=[C:9]([CH3:11])[S:10][C:6]=2[CH:5]=[CH:4][C:3]=1[CH:12]=[O:13].[CH3:14][Mg]Br. Product: [Br:1][C:2]1[C:7]2[N:8]=[C:9]([CH3:11])[S:10][C:6]=2[CH:5]=[CH:4][C:3]=1[CH:12]([OH:13])[CH3:14]. The catalyst class is: 7.